This data is from Catalyst prediction with 721,799 reactions and 888 catalyst types from USPTO. The task is: Predict which catalyst facilitates the given reaction. (1) Reactant: C(OC([NH:8][C:9]1[O:17][C:16]2[C:11](=[N:12][CH:13]=[C:14]([CH2:18][N:19]3[CH2:23][CH2:22][CH:21]([O:24][CH2:25][CH3:26])[CH2:20]3)[CH:15]=2)[C:10]=1[C:27]([NH:29][C:30]1[CH:31]=[N:32][CH:33]=[CH:34][C:35]=1[N:36]1[CH2:41][C@H:40]([C:42]([F:45])([F:44])[F:43])[CH2:39][C@H:38]([NH:46]C(=O)OC(C)(C)C)[CH2:37]1)=[O:28])=O)(C)(C)C.Cl.O1CCOCC1. Product: [NH2:8][C:9]1[O:17][C:16]2[C:11](=[N:12][CH:13]=[C:14]([CH2:18][N:19]3[CH2:23][CH2:22][CH:21]([O:24][CH2:25][CH3:26])[CH2:20]3)[CH:15]=2)[C:10]=1[C:27]([NH:29][C:30]1[CH:31]=[N:32][CH:33]=[CH:34][C:35]=1[N:36]1[CH2:41][C@H:40]([C:42]([F:44])([F:45])[F:43])[CH2:39][C@H:38]([NH2:46])[CH2:37]1)=[O:28]. The catalyst class is: 5. (2) Reactant: [CH2:1]([N:8]1[C:12]([C:13]2[CH:18]=[CH:17][CH:16]=[CH:15][CH:14]=2)=[CH:11][C:10]([CH:19]=O)=[C:9]1Cl)[C:2]1[CH:7]=[CH:6][CH:5]=[CH:4][CH:3]=1.[C:22]([O:26][CH3:27])(=[O:25])[CH2:23][SH:24].CC(C)([O-])C.[K+]. Product: [CH2:1]([N:8]1[C:12]([C:13]2[CH:18]=[CH:17][CH:16]=[CH:15][CH:14]=2)=[CH:11][C:10]2[CH:19]=[C:23]([C:22]([O:26][CH3:27])=[O:25])[S:24][C:9]1=2)[C:2]1[CH:3]=[CH:4][CH:5]=[CH:6][CH:7]=1. The catalyst class is: 1. (3) Reactant: [C:1]([N:4]1[C:13]2[C:8](=[CH:9][C:10]([N:14]3[CH2:19][CH2:18][N:17](C(OC(C)(C)C)=O)[CH2:16][CH2:15]3)=[CH:11][CH:12]=2)[C@H:7]([NH:27][C:28]2[CH:33]=[N:32][C:31]([CH3:34])=[CH:30][N:29]=2)[C@@H:6]([CH3:35])[C@@H:5]1[CH3:36])(=[O:3])[CH3:2].C(O)(C(F)(F)F)=O. Product: [CH3:36][C@H:5]1[C@H:6]([CH3:35])[C@@H:7]([NH:27][C:28]2[CH:33]=[N:32][C:31]([CH3:34])=[CH:30][N:29]=2)[C:8]2[C:13](=[CH:12][CH:11]=[C:10]([N:14]3[CH2:15][CH2:16][NH:17][CH2:18][CH2:19]3)[CH:9]=2)[N:4]1[C:1](=[O:3])[CH3:2]. The catalyst class is: 2. (4) Reactant: C[O:2][C:3](=O)[C:4]1[CH:9]=[CH:8][CH:7]=[C:6]([NH:10][S:11]([C:14]2[CH:19]=[CH:18][C:17]([C:20]([F:23])([F:22])[F:21])=[CH:16][CH:15]=2)(=[O:13])=[O:12])[C:5]=1[F:24].[AlH4-].[Li+]. Product: [F:24][C:5]1[C:4]([CH2:3][OH:2])=[CH:9][CH:8]=[CH:7][C:6]=1[NH:10][S:11]([C:14]1[CH:19]=[CH:18][C:17]([C:20]([F:23])([F:21])[F:22])=[CH:16][CH:15]=1)(=[O:13])=[O:12]. The catalyst class is: 7.